Dataset: NCI-60 drug combinations with 297,098 pairs across 59 cell lines. Task: Regression. Given two drug SMILES strings and cell line genomic features, predict the synergy score measuring deviation from expected non-interaction effect. (1) Drug 1: C1CC(=O)NC(=O)C1N2CC3=C(C2=O)C=CC=C3N. Drug 2: CC1C(C(=O)NC(C(=O)N2CCCC2C(=O)N(CC(=O)N(C(C(=O)O1)C(C)C)C)C)C(C)C)NC(=O)C3=C4C(=C(C=C3)C)OC5=C(C(=O)C(=C(C5=N4)C(=O)NC6C(OC(=O)C(N(C(=O)CN(C(=O)C7CCCN7C(=O)C(NC6=O)C(C)C)C)C)C(C)C)C)N)C. Cell line: SR. Synergy scores: CSS=68.7, Synergy_ZIP=25.8, Synergy_Bliss=26.1, Synergy_Loewe=11.5, Synergy_HSA=34.1. (2) Drug 1: CS(=O)(=O)C1=CC(=C(C=C1)C(=O)NC2=CC(=C(C=C2)Cl)C3=CC=CC=N3)Cl. Drug 2: CCC1(C2=C(COC1=O)C(=O)N3CC4=CC5=C(C=CC(=C5CN(C)C)O)N=C4C3=C2)O.Cl. Cell line: BT-549. Synergy scores: CSS=7.40, Synergy_ZIP=-7.89, Synergy_Bliss=0.455, Synergy_Loewe=-22.5, Synergy_HSA=-0.0786. (3) Synergy scores: CSS=0.668, Synergy_ZIP=-0.563, Synergy_Bliss=-0.896, Synergy_Loewe=-2.30, Synergy_HSA=-2.19. Cell line: OVCAR3. Drug 1: CCCS(=O)(=O)NC1=C(C(=C(C=C1)F)C(=O)C2=CNC3=C2C=C(C=N3)C4=CC=C(C=C4)Cl)F. Drug 2: C1CC(=O)NC(=O)C1N2CC3=C(C2=O)C=CC=C3N. (4) Drug 1: C1CCN(CC1)CCOC2=CC=C(C=C2)C(=O)C3=C(SC4=C3C=CC(=C4)O)C5=CC=C(C=C5)O. Drug 2: C1=NC2=C(N1)C(=S)N=C(N2)N. Cell line: SR. Synergy scores: CSS=52.7, Synergy_ZIP=3.60, Synergy_Bliss=0.677, Synergy_Loewe=-9.14, Synergy_HSA=0.635. (5) Drug 1: C1=CC(=C2C(=C1NCCNCCO)C(=O)C3=C(C=CC(=C3C2=O)O)O)NCCNCCO. Drug 2: CN(CC1=CN=C2C(=N1)C(=NC(=N2)N)N)C3=CC=C(C=C3)C(=O)NC(CCC(=O)O)C(=O)O. Cell line: LOX IMVI. Synergy scores: CSS=55.1, Synergy_ZIP=-8.62, Synergy_Bliss=-12.7, Synergy_Loewe=-7.58, Synergy_HSA=-5.12.